Dataset: Reaction yield outcomes from USPTO patents with 853,638 reactions. Task: Predict the reaction yield, written as a fraction of the theoretical maximum amount of product (1.0 means a 100% yield; for example, 0.34 means a 34% yield). (1) The reactants are [CH3:1][O:2][C:3]([C:5]1[CH:6]=[N:7][C:8]([N:11]2[CH2:36][CH2:35][C:14]3[NH:15][C:16]4[CH:17]=[CH:18][C:19]([C:22]5[CH:27]=[CH:26][CH:25]=[C:24]([CH2:28][N:29]6[CH2:34][CH2:33][NH:32][CH2:31][CH2:30]6)[CH:23]=5)=[CH:20][C:21]=4[C:13]=3[CH2:12]2)=[N:9][CH:10]=1)=[O:4].[CH3:37][S:38](Cl)(=[O:40])=[O:39]. The catalyst is C(Cl)Cl.CN(C)C1C=CN=CC=1.O. The product is [CH3:1][O:2][C:3]([C:5]1[CH:6]=[N:7][C:8]([N:11]2[CH2:36][CH2:35][C:14]3[NH:15][C:16]4[CH:17]=[CH:18][C:19]([C:22]5[CH:27]=[CH:26][CH:25]=[C:24]([CH2:28][N:29]6[CH2:30][CH2:31][N:32]([S:38]([CH3:37])(=[O:40])=[O:39])[CH2:33][CH2:34]6)[CH:23]=5)=[CH:20][C:21]=4[C:13]=3[CH2:12]2)=[N:9][CH:10]=1)=[O:4]. The yield is 0.954. (2) The reactants are [N:1]1[C:9]2[C:4](=[N:5][CH:6]=[CH:7][CH:8]=2)[S:3][C:2]=1[O:10][C:11]1[CH:16]=[CH:15][C:14]([CH2:17]O)=[CH:13][CH:12]=1.O=S(Cl)[Cl:21]. The catalyst is C(Cl)Cl. The product is [Cl:21][CH2:17][C:14]1[CH:15]=[CH:16][C:11]([O:10][C:2]2[S:3][C:4]3[C:9]([N:1]=2)=[CH:8][CH:7]=[CH:6][N:5]=3)=[CH:12][CH:13]=1. The yield is 0.920. (3) The reactants are C(=[N:14][C:15]1[C:23]2[O:22][CH:21]=[CH:20][C:19]=2[CH:18]=[C:17]([CH3:24])[CH:16]=1)(C1C=CC=CC=1)C1C=CC=CC=1.Cl.[OH-].[Na+]. The catalyst is C1COCC1. The product is [CH3:24][C:17]1[CH:16]=[C:15]([NH2:14])[C:23]2[O:22][CH:21]=[CH:20][C:19]=2[CH:18]=1. The yield is 0.300. (4) The reactants are [OH:1][CH2:2][C:3]1[CH:4]=[C:5]([NH:10][C:11](=[O:26])[C:12]2[CH:17]=[CH:16][C:15]([CH2:18][N:19]3[CH2:24][CH2:23][N:22]([CH3:25])[CH2:21][CH2:20]3)=[CH:14][CH:13]=2)[CH:6]=[CH:7][C:8]=1[CH3:9].CC(OI1(OC(C)=O)(OC(C)=O)OC(=O)C2C=CC=CC1=2)=O. The catalyst is C(#N)C. The product is [CH:2]([C:3]1[CH:4]=[C:5]([NH:10][C:11](=[O:26])[C:12]2[CH:13]=[CH:14][C:15]([CH2:18][N:19]3[CH2:24][CH2:23][N:22]([CH3:25])[CH2:21][CH2:20]3)=[CH:16][CH:17]=2)[CH:6]=[CH:7][C:8]=1[CH3:9])=[O:1]. The yield is 0.820. (5) The reactants are [NH2:1][C:2]1[CH:12]=[CH:11][C:5]([C:6]([O:8][CH2:9][CH3:10])=[O:7])=[CH:4][CH:3]=1.[Cl:13][C:14]1[CH:19]=[CH:18][C:17]([CH:20]([CH2:30][C:31](=[O:39])NC2C=CC=CC=2)[CH2:21][NH:22][C:23](=[O:29])[O:24][C:25]([CH3:28])([CH3:27])[CH3:26])=[CH:16][CH:15]=1. No catalyst specified. The product is [C:25]([O:24][C:23]([NH:22][CH2:21][CH:20]([C:17]1[CH:18]=[CH:19][C:14]([Cl:13])=[CH:15][CH:16]=1)[CH2:30][C:31]([NH:1][C:2]1[CH:3]=[CH:4][C:5]([C:6]([O:8][CH2:9][CH3:10])=[O:7])=[CH:11][CH:12]=1)=[O:39])=[O:29])([CH3:28])([CH3:26])[CH3:27]. The yield is 0.720.